This data is from Forward reaction prediction with 1.9M reactions from USPTO patents (1976-2016). The task is: Predict the product of the given reaction. (1) The product is: [CH2:5]([O:4][C:2]([NH:12][CH:13]1[CH2:18][CH2:17][CH:16]([C:19]([OH:21])=[O:20])[CH2:15][CH2:14]1)=[O:3])[C:6]1[CH:11]=[CH:10][CH:9]=[CH:8][CH:7]=1. Given the reactants Cl[C:2]([O:4][CH2:5][C:6]1[CH:11]=[CH:10][CH:9]=[CH:8][CH:7]=1)=[O:3].[NH2:12][CH:13]1[CH2:18][CH2:17][CH:16]([C:19]([OH:21])=[O:20])[CH2:15][CH2:14]1.C(=O)(O)[O-].[Na+], predict the reaction product. (2) Given the reactants [C:1]([C:5]1[CH:10]=[CH:9][C:8]([OH:11])=[CH:7][CH:6]=1)([CH3:4])([CH3:3])[CH3:2].C(N(CC)CC)C.[S:19](O[S:19]([C:22]([F:25])([F:24])[F:23])(=[O:21])=[O:20])([C:22]([F:25])([F:24])[F:23])(=[O:21])=[O:20], predict the reaction product. The product is: [F:23][C:22]([F:25])([F:24])[S:19]([O:11][C:8]1[CH:7]=[CH:6][C:5]([C:1]([CH3:4])([CH3:2])[CH3:3])=[CH:10][CH:9]=1)(=[O:21])=[O:20]. (3) Given the reactants Br[C:2]1[CH:25]=[CH:24][C:5]([O:6][CH2:7][C:8]2[C:9]([C:16]3[C:21]([Cl:22])=[CH:20][CH:19]=[CH:18][C:17]=3[Cl:23])=[N:10][O:11][C:12]=2[CH:13]2[CH2:15][CH2:14]2)=[CH:4][C:3]=1[Cl:26].[Li]CCCC.[O:32]=[C:33]1[CH2:36][CH:35]([C:37]2[CH:38]=[C:39]([CH:44]=[CH:45][CH:46]=2)[C:40]([O:42][CH3:43])=[O:41])[CH2:34]1.CC(=O)OCC, predict the reaction product. The product is: [Cl:26][C:3]1[CH:4]=[C:5]([O:6][CH2:7][C:8]2[C:9]([C:16]3[C:21]([Cl:22])=[CH:20][CH:19]=[CH:18][C:17]=3[Cl:23])=[N:10][O:11][C:12]=2[CH:13]2[CH2:15][CH2:14]2)[CH:24]=[CH:25][C:2]=1[C:33]1([OH:32])[CH2:34][CH:35]([C:37]2[CH:38]=[C:39]([CH:44]=[CH:45][CH:46]=2)[C:40]([O:42][CH3:43])=[O:41])[CH2:36]1. (4) Given the reactants [CH3:1][C:2]1[CH:7]=[CH:6][C:5]([C:8]2[O:9][C:10]([CH3:22])=[C:11]([CH2:13][O:14][CH:15]3[CH2:20][CH2:19][CH2:18][CH:17]([OH:21])[CH2:16]3)[N:12]=2)=[CH:4][CH:3]=1, predict the reaction product. The product is: [CH3:1][C:2]1[CH:7]=[CH:6][C:5]([C:8]2[O:9][C:10]([CH3:22])=[C:11]([CH2:13][O:14][C@@H:15]3[CH2:20][CH2:19][CH2:18][C@H:17]([OH:21])[CH2:16]3)[N:12]=2)=[CH:4][CH:3]=1.